Task: Regression/Classification. Given a drug SMILES string, predict its absorption, distribution, metabolism, or excretion properties. Task type varies by dataset: regression for continuous measurements (e.g., permeability, clearance, half-life) or binary classification for categorical outcomes (e.g., BBB penetration, CYP inhibition). Dataset: hlm.. Dataset: Human liver microsome stability data (1) The drug is Cc1cccc(NC(=O)c2nn(C)c(-c3ccc(F)cc3)c2C)n1. The result is 0 (unstable in human liver microsomes). (2) The compound is COC(=O)[C@H](C(C)C)N1CCCO[P@]1(=O)COCCn1cnc2c(N)ncnc21.O=C(O)C=CC(=O)O. The result is 0 (unstable in human liver microsomes).